This data is from CYP3A4 inhibition data for predicting drug metabolism from PubChem BioAssay. The task is: Regression/Classification. Given a drug SMILES string, predict its absorption, distribution, metabolism, or excretion properties. Task type varies by dataset: regression for continuous measurements (e.g., permeability, clearance, half-life) or binary classification for categorical outcomes (e.g., BBB penetration, CYP inhibition). Dataset: cyp3a4_veith. (1) The drug is CCOc1cc(CNc2ccc3c(c2)OCCO3)cc(Br)c1OCC. The result is 0 (non-inhibitor). (2) The molecule is Cc1ccsc1-c1nc(-c2ccccc2)c(-c2ccccc2)[nH]1. The result is 1 (inhibitor). (3) The compound is O=C(C1CCN(S(=O)(=O)c2cccc3nsnc23)CC1)N1CCCc2ccccc21. The result is 1 (inhibitor). (4) The result is 1 (inhibitor). The molecule is O=C(Nc1cccc2ccccc12)c1ccccc1. (5) The molecule is CCn1c2ccccc2c2cc(NS(=O)(=O)c3ccccc3C)ccc21. The result is 1 (inhibitor).